Dataset: Forward reaction prediction with 1.9M reactions from USPTO patents (1976-2016). Task: Predict the product of the given reaction. The product is: [CH2:1]([CH:8]1[CH2:9][CH2:10][N:11]([CH2:14][C:15]2[NH:19][C:18]3[CH:20]=[CH:21][C:22]([OH:24])=[CH:23][C:17]=3[N:16]=2)[CH2:12][CH2:13]1)[C:2]1[CH:3]=[CH:4][CH:5]=[CH:6][CH:7]=1. Given the reactants [CH2:1]([CH:8]1[CH2:13][CH2:12][N:11]([CH2:14][C:15]2[NH:19][C:18]3[CH:20]=[CH:21][C:22]([O:24]C)=[CH:23][C:17]=3[N:16]=2)[CH2:10][CH2:9]1)[C:2]1[CH:7]=[CH:6][CH:5]=[CH:4][CH:3]=1, predict the reaction product.